Dataset: Forward reaction prediction with 1.9M reactions from USPTO patents (1976-2016). Task: Predict the product of the given reaction. (1) Given the reactants [N:1]1[CH:6]=[CH:5][CH:4]=[C:3]([C:7]2[CH:8]=[C:9]3[CH:15]=[CH:14][NH:13][C:10]3=[N:11][CH:12]=2)[CH:2]=1.[CH2:16]([NH:20][C:21]([N:23]1[C:31]2[C:26](=[C:27]([CH:32]=[O:33])[CH:28]=[CH:29][CH:30]=2)[CH:25]=[CH:24]1)=[O:22])[CH2:17][CH2:18][CH3:19].[OH-].[K+].O, predict the reaction product. The product is: [CH2:16]([NH:20][C:21]([N:23]1[C:31]2[C:26](=[C:27]([CH:32]([OH:33])[C:15]3[C:9]4[C:10](=[N:11][CH:12]=[C:7]([C:3]5[CH:2]=[N:1][CH:6]=[CH:5][CH:4]=5)[CH:8]=4)[NH:13][CH:14]=3)[CH:28]=[CH:29][CH:30]=2)[CH:25]=[CH:24]1)=[O:22])[CH2:17][CH2:18][CH3:19]. (2) Given the reactants Cl.[F:2][C:3]([F:20])([F:19])[C:4]1[CH:5]=[C:6]([S:10]([CH2:13][C@H:14]2[CH2:17][C@H:16]([NH2:18])[CH2:15]2)(=[O:12])=[O:11])[CH:7]=[CH:8][CH:9]=1.[C:21]1(=O)[O:26][C:24](=[O:25])[C:23]2=[CH:27][CH:28]=[CH:29][CH:30]=[C:22]12.CCN(CC)CC, predict the reaction product. The product is: [F:20][C:3]([F:19])([F:2])[C:4]1[CH:5]=[C:6]([S:10]([CH2:13][C@H:14]2[CH2:15][C@H:16]([N:18]3[C:24](=[O:25])[C:23]4[C:22](=[CH:30][CH:29]=[CH:28][CH:27]=4)[C:21]3=[O:26])[CH2:17]2)(=[O:11])=[O:12])[CH:7]=[CH:8][CH:9]=1. (3) Given the reactants [Li:1]CCCC.CCCCCC.[CH:12]([NH:15][CH:16]([CH3:18])[CH3:17])([CH3:14])[CH3:13].[CH3:19][CH:20]1[CH2:29][CH2:28][C:27]2[C:22](=[N:23][C:24]([CH3:30])=[CH:25][CH:26]=2)[N:21]1[C:31]([O:33][C:34]([CH3:37])([CH3:36])[CH3:35])=[O:32].[CH2:38]([O:40][C:41](=O)[O:42]CC)[CH3:39], predict the reaction product. The product is: [Li+:1].[CH3:13][CH:12]([N-:15][CH:16]([CH3:18])[CH3:17])[CH3:14].[CH2:38]([O:40][C:41](=[O:42])[CH2:30][C:24]1[N:23]=[C:22]2[C:27]([CH2:28][CH2:29][CH:20]([CH3:19])[N:21]2[C:31]([O:33][C:34]([CH3:36])([CH3:35])[CH3:37])=[O:32])=[CH:26][CH:25]=1)[CH3:39]. (4) Given the reactants [CH2:1]([C@H:3]1[O:5][CH2:4]1)Cl.C1(C)C=CC=CC=1.[C:13]1([OH:19])[CH:18]=[CH:17][CH:16]=[CH:15][CH:14]=1.[OH-].[Na+], predict the reaction product. The product is: [CH2:1]([O:19][C:13]1[CH:18]=[CH:17][CH:16]=[CH:15][CH:14]=1)[C@@H:3]1[O:5][CH2:4]1. (5) Given the reactants Br[C:2]1[S:6][C:5]2=[N:7][CH:8]=[C:9]([I:10])[N:4]2[N:3]=1.[CH3:11][C:12]1[CH:17]=[CH:16][N:15]=[CH:14][C:13]=1B(O)O.C([O-])([O-])=O.[K+].[K+], predict the reaction product. The product is: [I:10][C:9]1[N:4]2[C:5]([S:6][C:2]([C:13]3[CH:14]=[N:15][CH:16]=[CH:17][C:12]=3[CH3:11])=[N:3]2)=[N:7][CH:8]=1. (6) Given the reactants [Cl:1][C:2]1[CH:7]=[CH:6][N:5]=[C:4]([CH:8]([CH3:10])[CH3:9])[C:3]=1[CH2:11][S:12][C:13]1[N:18]=[C:17]([OH:19])[CH:16]=[C:15]([CH3:20])[N:14]=1.Cl.O1CCOCC1, predict the reaction product. The product is: [ClH:1].[Cl:1][C:2]1[CH:7]=[CH:6][N:5]=[C:4]([CH:8]([CH3:9])[CH3:10])[C:3]=1[CH2:11][S:12][C:13]1[N:18]=[C:17]([OH:19])[CH:16]=[C:15]([CH3:20])[N:14]=1. (7) Given the reactants [Cl:1][C:2]1[CH:18]=[CH:17][C:5]2[CH2:6][CH2:7][N:8](C(=O)C(F)(F)F)[CH2:9][CH2:10][C:4]=2[C:3]=1[C:19]([O:21][CH2:22][CH3:23])=[O:20].C(=O)([O-])[O-].[K+].[K+], predict the reaction product. The product is: [Cl:1][C:2]1[CH:18]=[CH:17][C:5]2[CH2:6][CH2:7][NH:8][CH2:9][CH2:10][C:4]=2[C:3]=1[C:19]([O:21][CH2:22][CH3:23])=[O:20].